Dataset: Catalyst prediction with 721,799 reactions and 888 catalyst types from USPTO. Task: Predict which catalyst facilitates the given reaction. (1) Reactant: [CH3:1][C:2]1[N:6]([CH2:7][C@@H:8]2[C@H:11]([NH:12]C(=O)OCC3C=CC=CC=3)[C:10](=[O:23])[NH:9]2)[N:5]=[CH:4][N:3]=1. Product: [NH2:12][C@H:11]1[C@@H:8]([CH2:7][N:6]2[C:2]([CH3:1])=[N:3][CH:4]=[N:5]2)[NH:9][C:10]1=[O:23]. The catalyst class is: 19. (2) Reactant: B.C1COCC1.[F:7][C:8]1[CH:9]=[C:10]([CH:24]=[C:25]([O:27][C:28]2[CH:33]=[CH:32][CH:31]=[CH:30][CH:29]=2)[CH:26]=1)[CH2:11][O:12][C:13]12[CH2:19][C:16]([CH2:20][C:21](O)=[O:22])([CH2:17][CH2:18]1)[CH2:15][CH2:14]2. Product: [F:7][C:8]1[CH:9]=[C:10]([CH:24]=[C:25]([O:27][C:28]2[CH:33]=[CH:32][CH:31]=[CH:30][CH:29]=2)[CH:26]=1)[CH2:11][O:12][C:13]12[CH2:19][C:16]([CH2:20][CH2:21][OH:22])([CH2:17][CH2:18]1)[CH2:15][CH2:14]2. The catalyst class is: 1.